From a dataset of Reaction yield outcomes from USPTO patents with 853,638 reactions. Predict the reaction yield, written as a fraction of the theoretical maximum amount of product (1.0 means a 100% yield; for example, 0.34 means a 34% yield). (1) The reactants are C(N(C(C)C)CC)(C)C.C1CCN2C(=NCCC2)CC1.C([O:23][C:24](=O)[CH2:25][C:26]([C:28]1[C:29]([NH:36][CH:37]2[CH2:41][CH2:40][CH2:39][CH2:38]2)=[N:30][C:31]([S:34][CH3:35])=[N:32][CH:33]=1)=[O:27])C.Cl. The catalyst is CCOC(C)=O. The product is [CH:37]1([N:36]2[C:29]3[N:30]=[C:31]([S:34][CH3:35])[N:32]=[CH:33][C:28]=3[C:26]([OH:27])=[CH:25][C:24]2=[O:23])[CH2:41][CH2:40][CH2:39][CH2:38]1. The yield is 0.970. (2) The reactants are [CH3:1][C:2]1[CH:7]=[C:6]([CH3:8])[N:5]=[C:4]([NH:9][C:10]2[CH:15]=[CH:14][C:13]([CH2:16][CH2:17][NH:18][C:19](=[O:27])OC3C=CC=CC=3)=[CH:12][CH:11]=2)[C:3]=1[N+:28]([O-:30])=[O:29].[CH3:31][C:32]1[CH:33]=[CH:34][C:35]([S:38]([NH2:41])(=[O:40])=[O:39])=[CH:36][CH:37]=1.[H-].[Na+].O. The catalyst is CN(C=O)C. The product is [CH3:1][C:2]1[CH:7]=[C:6]([CH3:8])[N:5]=[C:4]([NH:9][C:10]2[CH:15]=[CH:14][C:13]([CH2:16][CH2:17][NH:18][C:19]([NH:41][S:38]([C:35]3[CH:36]=[CH:37][C:32]([CH3:31])=[CH:33][CH:34]=3)(=[O:39])=[O:40])=[O:27])=[CH:12][CH:11]=2)[C:3]=1[N+:28]([O-:30])=[O:29]. The yield is 0.810. (3) The reactants are II.[CH2:3]([C@@H:10]1[C:25](=[O:26])[NH:24][C@H:23]([CH2:27][S:28]C(C2C=CC=CC=2)(C2C=CC=CC=2)C2C=CC=CC=2)[C:22](=[O:48])[NH:21][C@H:20]([CH:49]([CH3:51])[CH3:50])[C@@H:19]([OH:52])[CH2:18][C:17](=[O:53])[O:16][O:15][C@H:14](/[CH:54]=[CH:55]/[CH2:56][CH2:57][S:58]C(C2C=CC=CC=2)(C2C=CC=CC=2)C2C=CC=CC=2)[NH:13][C:12](=[O:78])[CH2:11]1)[C:4]1[CH:9]=[CH:8][CH:7]=[CH:6][CH:5]=1.S([O-])([O-])(=O)=S.[Na+].[Na+]. The catalyst is C(Cl)Cl.CO. The product is [CH2:3]([C@@H:10]1[C:25](=[O:26])[NH:24][C@@H:23]2[CH2:27][S:28][S:58][CH2:57][CH2:56][CH:55]=[CH:54][C@@H:14]([O:15][O:16][C:17](=[O:53])[CH2:18][C@H:19]([OH:52])[C@@H:20]([CH:49]([CH3:51])[CH3:50])[NH:21][C:22]2=[O:48])[NH:13][C:12](=[O:78])[CH2:11]1)[C:4]1[CH:9]=[CH:8][CH:7]=[CH:6][CH:5]=1. The yield is 0.680. (4) The reactants are [C:1]([O:5][C:6]([NH:8][C@:9]1([C:14]([OH:16])=O)[CH2:11][C@H:10]1[CH2:12][CH3:13])=[O:7])([CH3:4])([CH3:3])[CH3:2].[CH3:17][C:18]1([O:21][S:22](=[O:25])(=[O:24])[NH2:23])[CH2:20][CH2:19]1.CN(C(ON1N=NC2C=CC=NC1=2)=[N+](C)C)C.F[P-](F)(F)(F)(F)F.CCN(C(C)C)C(C)C. The catalyst is C(Cl)Cl. The product is [C:1]([O:5][C:6](=[O:7])[NH:8][C@:9]1([C:14]([NH:23][S:22]([O:21][C:18]2([CH3:17])[CH2:20][CH2:19]2)(=[O:25])=[O:24])=[O:16])[CH2:11][C@H:10]1[CH2:12][CH3:13])([CH3:2])([CH3:3])[CH3:4]. The yield is 0.890. (5) The reactants are [Br:1][C:2]1[CH:10]=[CH:9][C:5]([C:6](Cl)=[O:7])=[CH:4][CH:3]=1.C(N(CC)CC)C.Cl.[CH3:19][O:20][NH:21][CH3:22]. The catalyst is ClCCl. The product is [Br:1][C:2]1[CH:10]=[CH:9][C:5]([C:6]([N:21]([O:20][CH3:19])[CH3:22])=[O:7])=[CH:4][CH:3]=1. The yield is 0.840. (6) The reactants are C([O:8][C:9]([C@H:11]1[CH2:14][C@@H:13]([NH:15][C:16]([C@:18]23[CH2:53][CH2:52][C@@H:51]([C:54]([CH3:56])=[CH2:55])[C@@H:19]2[C@@H:20]2[C@@:33]([CH3:36])([CH2:34][CH2:35]3)[C@@:32]3([CH3:37])[C@@H:23]([C@:24]4([CH3:50])[C@@H:29]([CH2:30][CH2:31]3)[C:28]([CH3:39])([CH3:38])[C@@H:27]([O:40][C:41](=[O:49])[CH2:42][C:43]([CH3:48])([CH3:47])[C:44]([OH:46])=[O:45])[CH2:26][CH2:25]4)[CH2:22][CH2:21]2)=[O:17])[C:12]1([CH3:58])[CH3:57])=[O:10])C1C=CC=CC=1. The catalyst is CCOC(C)=O.[Pd]. The product is [C:44]([C:43]([CH3:48])([CH3:47])[CH2:42][C:41]([O:40][C@H:27]1[CH2:26][CH2:25][C@@:24]2([CH3:50])[C@@H:29]([CH2:30][CH2:31][C@:32]3([CH3:37])[C@@H:23]2[CH2:22][CH2:21][C@H:20]2[C@@:33]3([CH3:36])[CH2:34][CH2:35][C@@:18]3([C:16]([NH:15][C@@H:13]4[CH2:14][C@H:11]([C:9]([OH:10])=[O:8])[C:12]4([CH3:58])[CH3:57])=[O:17])[CH2:53][CH2:52][C@@H:51]([CH:54]([CH3:56])[CH3:55])[C@@H:19]32)[C:28]1([CH3:39])[CH3:38])=[O:49])([OH:46])=[O:45]. The yield is 0.562.